This data is from Reaction yield outcomes from USPTO patents with 853,638 reactions. The task is: Predict the reaction yield, written as a fraction of the theoretical maximum amount of product (1.0 means a 100% yield; for example, 0.34 means a 34% yield). (1) The reactants are [NH:1]1C2C(=CC=CC=2)[C:4](=[O:5])[C:2]1=O.[C:12]([C:16]1[CH:22]=[CH:21][CH:20]=[CH:19][C:17]=1[NH2:18])([CH3:15])([CH3:14])[CH3:13].ClC(Cl)(Cl)C(O)[OH:26].Cl.NO.S([O-])([O-])(=O)=O.[Na+].[Na+]. No catalyst specified. The product is [C:12]([C:16]1[CH:22]=[CH:21][CH:20]=[CH:19][C:17]=1[NH:18][C:4](=[O:5])[CH:2]=[N:1][OH:26])([CH3:15])([CH3:13])[CH3:14]. The yield is 0.920. (2) The reactants are Br[C:2]1[N:6]2[N:7]=[C:8]([NH:11][CH2:12][C:13]3[CH:18]=[CH:17][CH:16]=[C:15]([F:19])[CH:14]=3)[CH:9]=[CH:10][C:5]2=[N:4][CH:3]=1.[C:20]([C:22]1[CH:27]=[CH:26][C:25](B(O)O)=[CH:24][CH:23]=1)#[N:21].C([O-])([O-])=O.[Na+].[Na+]. The catalyst is COCCOC.CCOC(C)=O.Cl[Pd](Cl)([P](C1C=CC=CC=1)(C1C=CC=CC=1)C1C=CC=CC=1)[P](C1C=CC=CC=1)(C1C=CC=CC=1)C1C=CC=CC=1. The product is [F:19][C:15]1[CH:14]=[C:13]([CH:18]=[CH:17][CH:16]=1)[CH2:12][NH:11][C:8]1[CH:9]=[CH:10][C:5]2[N:6]([C:2]([C:25]3[CH:26]=[CH:27][C:22]([C:20]#[N:21])=[CH:23][CH:24]=3)=[CH:3][N:4]=2)[N:7]=1. The yield is 0.800. (3) The reactants are [CH2:1]([O:3][C:4](=O)[C:5]1[CH:10]=[CH:9][C:8]([O:11][CH2:12][CH2:13][NH:14][C:15]([C:17]2[O:18][C:19]3[CH:29]=[CH:28][CH:27]=[CH:26][C:20]=3[C:21]=2[CH2:22][N:23]([CH3:25])[CH3:24])=[O:16])=[CH:7][CH:6]=1)[CH3:2].P12(SP3(SP(SP(S3)(S1)=S)(=S)S2)=S)=[S:32].C[Si](C)(C)O[Si](C)(C)C. The catalyst is ClCCl. The product is [CH2:1]([O:3][C:4](=[S:32])[C:5]1[CH:10]=[CH:9][C:8]([O:11][CH2:12][CH2:13][NH:14][C:15]([C:17]2[O:18][C:19]3[CH:29]=[CH:28][CH:27]=[CH:26][C:20]=3[C:21]=2[CH2:22][N:23]([CH3:25])[CH3:24])=[O:16])=[CH:7][CH:6]=1)[CH3:2]. The yield is 0.495. (4) The reactants are [Cl:1][C:2]1[CH:7]=[CH:6][C:5]([C:8]2[S:32][C:11]3[C:12](=[O:31])[N:13]([C:16]4[CH:21]=[CH:20][C:19]([O:22][C@@H:23]5[CH2:28][CH2:27][CH2:26][NH:25][CH2:24]5)=[C:18]([O:29][CH3:30])[CH:17]=4)[CH:14]=[CH:15][C:10]=3[CH:9]=2)=[CH:4][CH:3]=1.C=O.[C:35](O)(=O)C.C([BH3-])#N.[Na+]. The catalyst is CO. The product is [Cl:1][C:2]1[CH:7]=[CH:6][C:5]([C:8]2[S:32][C:11]3[C:12](=[O:31])[N:13]([C:16]4[CH:21]=[CH:20][C:19]([O:22][C@@H:23]5[CH2:28][CH2:27][CH2:26][N:25]([CH3:35])[CH2:24]5)=[C:18]([O:29][CH3:30])[CH:17]=4)[CH:14]=[CH:15][C:10]=3[CH:9]=2)=[CH:4][CH:3]=1. The yield is 0.340.